This data is from Reaction yield outcomes from USPTO patents with 853,638 reactions. The task is: Predict the reaction yield, written as a fraction of the theoretical maximum amount of product (1.0 means a 100% yield; for example, 0.34 means a 34% yield). (1) The reactants are [CH2:1]1[C:3]2([CH2:8][CH2:7][N:6]([C:9]3[C:14]([F:15])=[CH:13][N:12]=[C:11]([C:16]#[N:17])[CH:10]=3)[CH2:5][CH2:4]2)[CH2:2]1.CO.[ClH:20]. The catalyst is [Pd]. The product is [ClH:20].[CH2:1]1[C:3]2([CH2:4][CH2:5][N:6]([C:9]3[C:14]([F:15])=[CH:13][N:12]=[C:11]([CH2:16][NH2:17])[CH:10]=3)[CH2:7][CH2:8]2)[CH2:2]1. The yield is 0.980. (2) The reactants are [CH:1]([N:4]1[C:8]([C:9]2[N:10]=[C:11]3[C:17]4[CH:18]=[CH:19][C:20]([NH:22]C(=O)OC(C)(C)C)=[CH:21][C:16]=4[O:15][CH2:14][CH2:13][N:12]3[CH:30]=2)=[N:7][CH:6]=[N:5]1)([CH3:3])[CH3:2].FC(F)(F)C(O)=O. The catalyst is C(Cl)Cl. The product is [CH:1]([N:4]1[C:8]([C:9]2[N:10]=[C:11]3[C:17]4[CH:18]=[CH:19][C:20]([NH2:22])=[CH:21][C:16]=4[O:15][CH2:14][CH2:13][N:12]3[CH:30]=2)=[N:7][CH:6]=[N:5]1)([CH3:3])[CH3:2]. The yield is 0.320. (3) The reactants are [Br:1][C:2]1[CH:7]=[CH:6][CH:5]=[C:4]([CH2:8][CH3:9])[C:3]=1[OH:10].[C:11](O)(=[O:13])C. No catalyst specified. The product is [Br:1][C:2]1[CH:7]=[C:6]([CH:5]=[C:4]([CH2:8][CH3:9])[C:3]=1[OH:10])[CH:11]=[O:13]. The yield is 0.460. (4) The reactants are [F:1][C:2]1[C:3]([F:12])=[CH:4][C:5]2[S:9][C:8]([NH2:10])=[N:7][C:6]=2[CH:11]=1.[C:13]1([CH3:22])[CH:18]=[CH:17][C:16]([C:19](Cl)=[O:20])=[CH:15][CH:14]=1.Br[CH:24]([CH3:30])[C:25]([O:27]CC)=[O:26].COC1C=CC2N=C(N)SC=2C=1.ClC1C=C(C=CC=1)C(Cl)=O.BrCC(OCC)=O. No catalyst specified. The product is [F:1][C:2]1[C:3]([F:12])=[CH:4][C:5]2[S:9][C:8](=[N:10][C:19](=[O:20])[C:16]3[CH:17]=[CH:18][C:13]([CH3:22])=[CH:14][CH:15]=3)[N:7]([CH:24]([CH3:30])[C:25]([OH:27])=[O:26])[C:6]=2[CH:11]=1. The yield is 0.260. (5) The reactants are Br[C:2]1[C:10]2[N:9]=[C:8]([CH3:11])[N:7]([CH2:12][C:13]3[CH:18]=[CH:17][CH:16]=[C:15]([C:19]([F:22])([F:21])[F:20])[C:14]=3[CH3:23])[C:6]=2[CH:5]=[C:4]([N:24]2[CH2:29][CH2:28][O:27][CH2:26][CH2:25]2)[CH:3]=1.[O:30]1[CH:34]=[CH:33][C:32](B(O)O)=[CH:31]1.C(=O)([O-])[O-].[Na+].[Na+].C(O)(C(F)(F)F)=O. The catalyst is COCCOC.O.C1C=CC(P(C2C=CC=CC=2)[C-]2C=CC=C2)=CC=1.C1C=CC(P(C2C=CC=CC=2)[C-]2C=CC=C2)=CC=1.Cl[Pd]Cl.[Fe+2].C(Cl)Cl.C(#N)C. The product is [O:30]1[CH:34]=[CH:33][C:32]([C:2]2[C:10]3[N:9]=[C:8]([CH3:11])[N:7]([CH2:12][C:13]4[CH:18]=[CH:17][CH:16]=[C:15]([C:19]([F:22])([F:21])[F:20])[C:14]=4[CH3:23])[C:6]=3[CH:5]=[C:4]([N:24]3[CH2:25][CH2:26][O:27][CH2:28][CH2:29]3)[CH:3]=2)=[CH:31]1. The yield is 0.141. (6) The reactants are FC(F)(F)C(O)=O.[Cl:8][C:9]1[C:10]([F:41])=[C:11]([CH:15]2[C:19]([C:22]3[CH:27]=[CH:26][C:25]([Cl:28])=[CH:24][C:23]=3[F:29])([C:20]#[N:21])[CH:18]([CH2:30][C:31]3([CH3:37])[CH2:36][CH2:35][CH2:34][CH2:33][CH2:32]3)[NH:17][CH:16]2[C:38](O)=[O:39])[CH:12]=[CH:13][CH:14]=1.CC1(C)[O:47][C@@H:46]([CH2:48][CH2:49][NH2:50])[CH2:45][O:44]1.CN(C(ON1N=NC2C=CC=NC1=2)=[N+](C)C)C.F[P-](F)(F)(F)(F)F.CCN(C(C)C)C(C)C.Cl. The catalyst is C(Cl)Cl.O1CCCC1. The product is [OH:47][C@H:46]([CH2:45][OH:44])[CH2:48][CH2:49][NH:50][C:38]([CH:16]1[CH:15]([C:11]2[CH:12]=[CH:13][CH:14]=[C:9]([Cl:8])[C:10]=2[F:41])[C:19]([C:22]2[CH:27]=[CH:26][C:25]([Cl:28])=[CH:24][C:23]=2[F:29])([C:20]#[N:21])[CH:18]([CH2:30][C:31]2([CH3:37])[CH2:36][CH2:35][CH2:34][CH2:33][CH2:32]2)[NH:17]1)=[O:39]. The yield is 0.460. (7) The reactants are [Cl:1][C:2]1[CH:7]=[CH:6][C:5](I)=[CH:4][CH:3]=1.[C:9]([NH:16][CH2:17][C:18]#[CH:19])([O:11][C:12]([CH3:15])([CH3:14])[CH3:13])=[O:10].C(N(CC)C(C)C)(C)C. The catalyst is ClCCl.[Cu]I.Cl[Pd](Cl)([P](C1C=CC=CC=1)(C1C=CC=CC=1)C1C=CC=CC=1)[P](C1C=CC=CC=1)(C1C=CC=CC=1)C1C=CC=CC=1. The product is [Cl:1][C:2]1[CH:7]=[CH:6][C:5]([C:19]#[C:18][CH2:17][NH:16][C:9](=[O:10])[O:11][C:12]([CH3:14])([CH3:13])[CH3:15])=[CH:4][CH:3]=1. The yield is 0.840. (8) The reactants are [NH:1]1[C:9]2[C:4](=[CH:5][CH:6]=[CH:7][C:8]=2[CH:10]([C:16]2[CH:21]=[CH:20][CH:19]=[CH:18][CH:17]=2)[CH2:11][C:12]([NH:14][CH3:15])=O)[CH:3]=[CH:2]1.[H-].[H-].[H-].[H-].[Li+].[Al+3]. The catalyst is C1COCC1. The product is [NH:1]1[C:9]2[C:4](=[CH:5][CH:6]=[CH:7][C:8]=2[CH:10]([C:16]2[CH:17]=[CH:18][CH:19]=[CH:20][CH:21]=2)[CH2:11][CH2:12][NH:14][CH3:15])[CH:3]=[CH:2]1. The yield is 0.650.